Dataset: Reaction yield outcomes from USPTO patents with 853,638 reactions. Task: Predict the reaction yield, written as a fraction of the theoretical maximum amount of product (1.0 means a 100% yield; for example, 0.34 means a 34% yield). (1) The reactants are [N+:1]([C:4]1[CH:5]=[C:6]([CH:11]=[C:12]([C:14]([F:17])([F:16])[F:15])[CH:13]=1)[C:7]([NH:9][NH2:10])=[O:8])([O-:3])=[O:2].[CH2:18](OC(OCC)(OCC)C)[CH3:19]. No catalyst specified. The product is [CH3:18][C:19]1[O:8][C:7]([C:6]2[CH:11]=[C:12]([C:14]([F:15])([F:16])[F:17])[CH:13]=[C:4]([N+:1]([O-:3])=[O:2])[CH:5]=2)=[N:9][N:10]=1. The yield is 0.820. (2) The reactants are [CH3:1][C:2]1[N:11]=[C:10]([N:12]([C:14]2[CH:19]=[CH:18][C:17](N)=[CH:16][CH:15]=2)[CH3:13])[C:9]2[C:4](=[CH:5][CH:6]=[CH:7][CH:8]=2)[N:3]=1.[C:21]([BH3-])#[N:22].[Na+].[CH2:25]=O. The yield is 0.800. The catalyst is CC(OCC1C2C(=CC=CC=2)C(COC(C)=O)=C2C=1C=CC=C2)=O. The product is [CH3:25][N:22]([CH3:21])[C:17]1[CH:18]=[CH:19][C:14]([N:12]([C:10]2[C:9]3[C:4](=[CH:5][CH:6]=[CH:7][CH:8]=3)[N:3]=[C:2]([CH3:1])[N:11]=2)[CH3:13])=[CH:15][CH:16]=1. (3) The reactants are [N+]([C:4]1[S:8][C:7]([C:9]#[N:10])=[CH:6][CH:5]=1)([O-])=O.[Br:11][C:12]1[CH:13]=[C:14]([OH:18])[CH:15]=[CH:16][CH:17]=1.C(=O)([O-])[O-].[K+].[K+].C(OCC)(=O)C. The catalyst is CS(C)=O.O. The product is [Br:11][C:12]1[CH:13]=[C:14]([CH:15]=[CH:16][CH:17]=1)[O:18][C:4]1[S:8][C:7]([C:9]#[N:10])=[CH:6][CH:5]=1. The yield is 0.620. (4) The yield is 0.163. The product is [CH3:2][N:1]([C:22]([O:24][CH:25]([C:26]1[CH:28]=[CH:19][CH:18]=[CH:20][CH:27]=1)[O:38][C:30]([C:31]1[CH:36]=[CH:35][CH:34]=[CH:33][CH:32]=1)=[O:37])=[O:23])[CH2:3][C:4]([OH:6])=[O:5]. The catalyst is C(Cl)(Cl)Cl. The reactants are [NH:1]([CH2:3][C:4]([OH:6])=[O:5])[CH3:2].Cl[Si](C)(C)C.CCN([CH:18]([CH3:20])[CH3:19])C(C)C.Cl[C:22]([O:24][CH:25](Cl)[CH:26]([CH3:28])[CH3:27])=[O:23].[C:30]([OH:38])(=[O:37])[C:31]1[CH:36]=[CH:35][CH:34]=[CH:33][CH:32]=1. (5) The reactants are [F:1][C:2]1[CH:7]=[CH:6][CH:5]=[C:4]([F:8])[CH:3]=1.CN(CCN(C)C)C.[Li]C(CC)C.[Si:22]([O:29][CH2:30][CH:31]1[CH2:36][CH2:35][C:34]([CH3:41])([C:37](OC)=[O:38])[CH2:33][CH2:32]1)([C:25]([CH3:28])([CH3:27])[CH3:26])([CH3:24])[CH3:23]. The catalyst is C1COCC1. The product is [Si:22]([O:29][CH2:30][CH:31]1[CH2:32][CH2:33][C:34]([C:37]([C:3]2[C:2]([F:1])=[CH:7][CH:6]=[CH:5][C:4]=2[F:8])=[O:38])([CH3:41])[CH2:35][CH2:36]1)([C:25]([CH3:28])([CH3:27])[CH3:26])([CH3:24])[CH3:23]. The yield is 0.860. (6) The reactants are [Cl-].O[NH3+:3].[C:4](=[O:7])([O-])[OH:5].[Na+].CS(C)=O.[CH3:13][C:14]1([CH3:51])[CH2:23][CH2:22][C:21]2[C:16](=[CH:17][CH:18]=[C:19]([N:24]3[C:29](=[O:30])[C:28]([CH2:31][C:32]4[CH:37]=[CH:36][C:35]([C:38]5[C:39]([C:44]#[N:45])=[CH:40][CH:41]=[CH:42][CH:43]=5)=[CH:34][C:33]=4[F:46])=[C:27]([CH2:47][CH2:48][CH3:49])[N:26]=[C:25]3[CH3:50])[CH:20]=2)[O:15]1. The product is [CH3:13][C:14]1([CH3:51])[CH2:23][CH2:22][C:21]2[C:16](=[CH:17][CH:18]=[C:19]([N:24]3[C:29](=[O:30])[C:28]([CH2:31][C:32]4[CH:37]=[CH:36][C:35]([C:38]5[CH:43]=[CH:42][CH:41]=[CH:40][C:39]=5[C:44]5[NH:3][C:4](=[O:7])[O:5][N:45]=5)=[CH:34][C:33]=4[F:46])=[C:27]([CH2:47][CH2:48][CH3:49])[N:26]=[C:25]3[CH3:50])[CH:20]=2)[O:15]1. The yield is 0.520. The catalyst is C(OCC)(=O)C.